Dataset: Catalyst prediction with 721,799 reactions and 888 catalyst types from USPTO. Task: Predict which catalyst facilitates the given reaction. (1) Reactant: [CH2:1]([C@H:8]([NH:21][C:22]([C@@H:24]([NH:35][C:36]([C@@H:38]([NH:40][C:41]([CH:43]1[CH2:51][C:50]2[C:45](=[CH:46][CH:47]=[CH:48][CH:49]=2)[CH2:44]1)=[O:42])[CH3:39])=[O:37])[CH2:25][C:26]1[C:34]2[C:29](=[CH:30][CH:31]=[CH:32][CH:33]=2)[NH:28][CH:27]=1)=[O:23])[CH:9]([C:11](=[O:20])[NH:12][CH2:13][C:14]1[CH:19]=[CH:18][CH:17]=[CH:16][CH:15]=1)[OH:10])[C:2]1[CH:7]=[CH:6][CH:5]=[CH:4][CH:3]=1.CC(OI1(OC(C)=O)(OC(C)=O)OC(=O)C2C=CC=CC1=2)=O. Product: [CH2:1]([C@H:8]([NH:21][C:22]([C@@H:24]([NH:35][C:36]([C@@H:38]([NH:40][C:41]([CH:43]1[CH2:44][C:45]2[C:50](=[CH:49][CH:48]=[CH:47][CH:46]=2)[CH2:51]1)=[O:42])[CH3:39])=[O:37])[CH2:25][C:26]1[C:34]2[C:29](=[CH:30][CH:31]=[CH:32][CH:33]=2)[NH:28][CH:27]=1)=[O:23])[C:9]([C:11](=[O:20])[NH:12][CH2:13][C:14]1[CH:15]=[CH:16][CH:17]=[CH:18][CH:19]=1)=[O:10])[C:2]1[CH:3]=[CH:4][CH:5]=[CH:6][CH:7]=1. The catalyst class is: 4. (2) The catalyst class is: 135. Reactant: [Cl:1][C:2]1[CH:24]=[CH:23][C:22]([C:25]2[C:30]([F:31])=[CH:29][CH:28]=[CH:27][N:26]=2)=[CH:21][C:3]=1[C:4]([NH:6][C:7]1[N:11]([C:12]2[CH:17]=[CH:16][CH:15]=[CH:14][CH:13]=2)[N:10]=[C:9]([C:18](O)=[O:19])[CH:8]=1)=[O:5].C(OC(=O)[NH:38][CH2:39][CH2:40][NH2:41])(C)(C)C.Cl. Product: [NH2:38][CH2:39][CH2:40][NH:41][C:18]([C:9]1[CH:8]=[C:7]([NH:6][C:4](=[O:5])[C:3]2[CH:21]=[C:22]([C:25]3[C:30]([F:31])=[CH:29][CH:28]=[CH:27][N:26]=3)[CH:23]=[CH:24][C:2]=2[Cl:1])[N:11]([C:12]2[CH:13]=[CH:14][CH:15]=[CH:16][CH:17]=2)[N:10]=1)=[O:19]. (3) Reactant: [N:1]([CH2:4][CH2:5][O:6][CH2:7][CH2:8][O:9][CH2:10][CH2:11][O:12][CH2:13][CH2:14][NH2:15])=[N+:2]=[N-:3].[CH2:16]([O:23][C:24]1[CH:25]=[C:26]([CH:30]=[C:31]([C:41](=[O:108])[NH:42][C@H:43]2[CH2:54][O:53][C:52](=[O:55])[C@@H:51]([NH:56][C:57](=[O:80])[C:58]3[CH:63]=[CH:62][CH:61]=[C:60]([O:64][CH2:65][C:66]4[CH:71]=[CH:70][CH:69]=[CH:68][CH:67]=4)[C:59]=3[O:72][CH2:73][C:74]3[CH:79]=[CH:78][CH:77]=[CH:76][CH:75]=3)[CH2:50][O:49][C:48](=[O:81])[C@@H:47]([NH:82][C:83](=[O:106])[C:84]3[CH:89]=[CH:88][CH:87]=[C:86]([O:90][CH2:91][C:92]4[CH:97]=[CH:96][CH:95]=[CH:94][CH:93]=4)[C:85]=3[O:98][CH2:99][C:100]3[CH:105]=[CH:104][CH:103]=[CH:102][CH:101]=3)[CH2:46][O:45][C:44]2=[O:107])[C:32]=1[O:33][CH2:34][C:35]1[CH:40]=[CH:39][CH:38]=[CH:37][CH:36]=1)[C:27](O)=[O:28])[C:17]1[CH:22]=[CH:21][CH:20]=[CH:19][CH:18]=1.C1CN([P+](ON2N=NC3C=CC=NC2=3)(N2CCCC2)N2CCCC2)CC1.F[P-](F)(F)(F)(F)F.CCN(C(C)C)C(C)C. Product: [N:1]([CH2:4][CH2:5][O:6][CH2:7][CH2:8][O:9][CH2:10][CH2:11][O:12][CH2:13][CH2:14][NH:15][C:27](=[O:28])[C:26]1[CH:25]=[C:24]([O:23][CH2:16][C:17]2[CH:22]=[CH:21][CH:20]=[CH:19][CH:18]=2)[C:32]([O:33][CH2:34][C:35]2[CH:36]=[CH:37][CH:38]=[CH:39][CH:40]=2)=[C:31]([C:41]([NH:42][C@H:43]2[CH2:54][O:53][C:52](=[O:55])[C@@H:51]([NH:56][C:57](=[O:80])[C:58]3[CH:63]=[CH:62][CH:61]=[C:60]([O:64][CH2:65][C:66]4[CH:71]=[CH:70][CH:69]=[CH:68][CH:67]=4)[C:59]=3[O:72][CH2:73][C:74]3[CH:75]=[CH:76][CH:77]=[CH:78][CH:79]=3)[CH2:50][O:49][C:48](=[O:81])[C@@H:47]([NH:82][C:83](=[O:106])[C:84]3[CH:89]=[CH:88][CH:87]=[C:86]([O:90][CH2:91][C:92]4[CH:97]=[CH:96][CH:95]=[CH:94][CH:93]=4)[C:85]=3[O:98][CH2:99][C:100]3[CH:101]=[CH:102][CH:103]=[CH:104][CH:105]=3)[CH2:46][O:45][C:44]2=[O:107])=[O:108])[CH:30]=1)=[N+:2]=[N-:3]. The catalyst class is: 2.